Dataset: Forward reaction prediction with 1.9M reactions from USPTO patents (1976-2016). Task: Predict the product of the given reaction. (1) Given the reactants [CH3:1][C:2]1([N:8]2[CH2:13][CH2:12][CH:11]([N:14]3[C@H:18]4[CH2:19][CH2:20][CH2:21][CH2:22][C@@H:17]4[NH:16][C:15]3=[O:23])[CH2:10][CH2:9]2)[CH2:7][CH2:6][NH:5][CH2:4][CH2:3]1.C(N(C(C)C)CC)(C)C.Cl[C:34]([O:36][CH:37]([CH3:39])[CH3:38])=[O:35].C1(C)C=CC=CC=1.C([O-])(O)=O.[Na+], predict the reaction product. The product is: [O:23]=[C:15]1[N:14]([CH:11]2[CH2:12][CH2:13][N:8]([C:2]3([CH3:1])[CH2:7][CH2:6][N:5]([C:34]([O:36][CH:37]([CH3:39])[CH3:38])=[O:35])[CH2:4][CH2:3]3)[CH2:9][CH2:10]2)[C@H:18]2[CH2:19][CH2:20][CH2:21][CH2:22][C@@H:17]2[NH:16]1. (2) The product is: [C:1]([O:5][C:6]([N:8]1[CH2:13][CH2:12][N:11]([C:14]2[C:15]3[N:21]=[C:34]([C:33]4[CH:36]=[CH:37][C:30]([C:26]([CH3:29])([CH3:28])[CH3:27])=[CH:31][CH:32]=4)[O:20][C:16]=3[CH:17]=[CH:18][CH:19]=2)[CH2:10][CH2:9]1)=[O:7])([CH3:4])([CH3:3])[CH3:2]. Given the reactants [C:1]([O:5][C:6]([N:8]1[CH2:13][CH2:12][N:11]([C:14]2[CH:19]=[CH:18][CH:17]=[C:16]([OH:20])[C:15]=2[N+:21]([O-])=O)[CH2:10][CH2:9]1)=[O:7])([CH3:4])([CH3:3])[CH3:2].N#N.[C:26]([C:30]1[CH:37]=[CH:36][C:33]([CH:34]=O)=[CH:32][CH:31]=1)([CH3:29])([CH3:28])[CH3:27], predict the reaction product.